This data is from Full USPTO retrosynthesis dataset with 1.9M reactions from patents (1976-2016). The task is: Predict the reactants needed to synthesize the given product. (1) Given the product [C:1]([C:5]1[CH:6]=[C:7]2[C:12](=[CH:13][CH:14]=1)[C:11](=[O:15])[N:10]([C:16]1[C:17]([CH2:33][OH:34])=[C:18]([N:22]3[C:30]4[C:25](=[CH:26][CH:27]=[CH:28][CH:29]=4)[C:24]([C:31]([NH2:32])=[O:54])=[CH:23]3)[CH:19]=[CH:20][CH:21]=1)[N:9]=[CH:8]2)([CH3:4])([CH3:2])[CH3:3], predict the reactants needed to synthesize it. The reactants are: [C:1]([C:5]1[CH:6]=[C:7]2[C:12](=[CH:13][CH:14]=1)[C:11](=[O:15])[N:10]([C:16]1[C:17]([CH:33]=[O:34])=[C:18]([N:22]3[C:30]4[C:25](=[CH:26][CH:27]=[CH:28][CH:29]=4)[C:24]([C:31]#[N:32])=[CH:23]3)[CH:19]=[CH:20][CH:21]=1)[N:9]=[CH:8]2)([CH3:4])([CH3:3])[CH3:2].BrC1C(C=[O:54])=C(N2C3C(=CC=CC=3)C(C#N)=C2)C=CC=1. (2) Given the product [C:26]([O:25][C:23](=[O:24])[NH:30][CH2:31][CH2:32][CH2:33][NH:34][CH:19]([C:9]1[N:8]([CH2:1][C:2]2[CH:7]=[CH:6][CH:5]=[CH:4][CH:3]=2)[C:13](=[O:14])[C:12]2[C:15]([CH3:18])=[N:16][S:17][C:11]=2[N:10]=1)[CH2:20][CH3:21])([CH3:29])([CH3:27])[CH3:28], predict the reactants needed to synthesize it. The reactants are: [CH2:1]([N:8]1[C:13](=[O:14])[C:12]2[C:15]([CH3:18])=[N:16][S:17][C:11]=2[N:10]=[C:9]1[CH:19](Br)[CH2:20][CH3:21])[C:2]1[CH:7]=[CH:6][CH:5]=[CH:4][CH:3]=1.[C:23]([NH:30][CH2:31][CH2:32][CH2:33][NH2:34])([O:25][C:26]([CH3:29])([CH3:28])[CH3:27])=[O:24]. (3) Given the product [C:23]1([S:33]([N:20]2[CH2:19][CH2:18][N:17]([C:14]3[CH:15]=[CH:16][C:11]([O:10][CH2:9][CH2:8][CH2:7][N:1]4[CH2:6][CH2:5][CH2:4][CH2:3][CH2:2]4)=[CH:12][CH:13]=3)[CH2:22][CH2:21]2)(=[O:35])=[O:34])[C:32]2[C:27](=[CH:28][CH:29]=[CH:30][CH:31]=2)[CH:26]=[CH:25][CH:24]=1, predict the reactants needed to synthesize it. The reactants are: [N:1]1([CH2:7][CH2:8][CH2:9][O:10][C:11]2[CH:16]=[CH:15][C:14]([N:17]3[CH2:22][CH2:21][NH:20][CH2:19][CH2:18]3)=[CH:13][CH:12]=2)[CH2:6][CH2:5][CH2:4][CH2:3][CH2:2]1.[C:23]1([S:33](Cl)(=[O:35])=[O:34])[C:32]2[C:27](=[CH:28][CH:29]=[CH:30][CH:31]=2)[CH:26]=[CH:25][CH:24]=1. (4) Given the product [CH3:9][CH:10]1[CH2:11][CH2:12][N:13]([C:16]2[CH:21]=[CH:20][C:19]([NH:22][C:23]3[N:24]=[CH:25][C:26]4[NH:35][C:31](=[O:32])[CH2:30][S:29][C:27]=4[N:28]=3)=[CH:18][CH:17]=2)[CH2:14][CH2:15]1, predict the reactants needed to synthesize it. The reactants are: S(S([O-])=O)([O-])=O.[Na+].[Na+].[CH3:9][CH:10]1[CH2:15][CH2:14][N:13]([C:16]2[CH:21]=[CH:20][C:19]([NH:22][C:23]3[N:28]=[C:27]([S:29][CH2:30][C:31](OC)=[O:32])[C:26]([N+:35]([O-])=O)=[CH:25][N:24]=3)=[CH:18][CH:17]=2)[CH2:12][CH2:11]1.C(N(CC)CC)C. (5) Given the product [NH2:41][C:42]1[N:46]([C@@H:47]2[CH2:52][CH2:51][CH2:50][N:49]([C:37](=[O:38])[C:36]([F:35])=[CH2:40])[CH2:48]2)[N:45]=[C:44]([C:53]2[CH:58]=[CH:57][C:56]([O:59][C:60]3[CH:65]=[CH:64][CH:63]=[C:62]([C:66]([F:69])([F:68])[F:67])[N:61]=3)=[CH:55][CH:54]=2)[C:43]=1[C:70]([NH2:72])=[O:71], predict the reactants needed to synthesize it. The reactants are: F[P-](F)(F)(F)(F)F.N1(O[P+](N(C)C)(N(C)C)N(C)C)C2C=CC=CC=2N=N1.C(NC(C)C)(C)C.[F:35][C:36](=[CH2:40])[C:37](O)=[O:38].[NH2:41][C:42]1[N:46]([C@@H:47]2[CH2:52][CH2:51][CH2:50][NH:49][CH2:48]2)[N:45]=[C:44]([C:53]2[CH:58]=[CH:57][C:56]([O:59][C:60]3[CH:65]=[CH:64][CH:63]=[C:62]([C:66]([F:69])([F:68])[F:67])[N:61]=3)=[CH:55][CH:54]=2)[C:43]=1[C:70]([NH2:72])=[O:71]. (6) The reactants are: [CH2:1]([O:3][C:4]([CH:6]1[CH:8]([C:9](=[O:18])[NH:10][C:11]2[CH:16]=[CH:15][C:14]([Cl:17])=[CH:13][CH:12]=2)[CH:7]1[C:19](=[O:40])[NH:20][C:21]1[CH:26]=[CH:25][C:24]([N:27]2[CH:32]=[CH:31][C:30]([O:33][CH2:34][C:35](O)=[O:36])=[CH:29][C:28]2=[O:38])=[CH:23][C:22]=1[F:39])=[O:5])[CH3:2].Cl.[CH3:42][NH:43][CH3:44].ON1C2C=CC=CC=2N=N1.CN1CCOCC1.Cl.CN(C)CCCN=C=NCC.Cl. Given the product [CH2:1]([O:3][C:4]([CH:6]1[CH:7]([C:19](=[O:40])[NH:20][C:21]2[CH:26]=[CH:25][C:24]([N:27]3[CH:32]=[CH:31][C:30]([O:33][CH2:34][C:35](=[O:36])[N:43]([CH3:44])[CH3:42])=[CH:29][C:28]3=[O:38])=[CH:23][C:22]=2[F:39])[CH:8]1[C:9](=[O:18])[NH:10][C:11]1[CH:16]=[CH:15][C:14]([Cl:17])=[CH:13][CH:12]=1)=[O:5])[CH3:2], predict the reactants needed to synthesize it. (7) Given the product [CH3:1][CH2:2][C@H:3]1[O:18][C:16](=[O:17])[C@H:15]([CH3:19])[C@@H:14]([O:20][C@@H:21]2[O:26][C@@H:25]([CH3:27])[C@H:24]([OH:28])[C@@:23]([O:30][CH3:31])([CH3:29])[CH2:22]2)[C@H:13]([CH3:32])[C@@H:12]([O:33][C@@H:34]2[O:39][C@H:38]([CH3:40])[CH2:37][C@H:36]([N:41]([CH3:43])[CH3:42])[C@H:35]2[OH:44])[C@@:11]([OH:46])([CH3:45])[CH2:10][C@@H:9]([CH3:47])[CH2:8][N:7]([CH3:48])[C@H:6]([CH3:49])[C@@H:5]([OH:50])[C@@:4]1([OH:52])[CH3:51].[CH2:60]([C:55]([OH:56])([C:57]([OH:59])=[O:58])[CH2:54][C:53]([OH:65])=[O:64])[C:61]([OH:63])=[O:62], predict the reactants needed to synthesize it. The reactants are: [CH3:1][CH2:2][C@H:3]1[O:18][C:16](=[O:17])[C@H:15]([CH3:19])[C@@H:14]([O:20][C@@H:21]2[O:26][C@@H:25]([CH3:27])[C@H:24]([OH:28])[C@@:23]([O:30][CH3:31])([CH3:29])[CH2:22]2)[C@H:13]([CH3:32])[C@@H:12]([O:33][C@@H:34]2[O:39][C@H:38]([CH3:40])[CH2:37][C@H:36]([N:41]([CH3:43])[CH3:42])[C@H:35]2[OH:44])[C@@:11]([OH:46])([CH3:45])[CH2:10][C@@H:9]([CH3:47])[CH2:8][N:7]([CH3:48])[C@H:6]([CH3:49])[C@@H:5]([OH:50])[C@@:4]1([OH:52])[CH3:51].[C:53]([OH:65])(=[O:64])[CH2:54][C:55]([CH2:60][C:61]([OH:63])=[O:62])([C:57]([OH:59])=[O:58])[OH:56].